Dataset: Catalyst prediction with 721,799 reactions and 888 catalyst types from USPTO. Task: Predict which catalyst facilitates the given reaction. (1) Reactant: C([O:5][C:6]([C@H:8]1[CH2:12][CH2:11][CH2:10][N:9]1[C:13](=[O:44])[CH2:14][O:15][C:16]1[CH:21]=[C:20]([C:22]2[NH:26][C:25](=[O:27])[O:24][N:23]=2)[CH:19]=[C:18]([O:28][CH2:29][C:30]([N:32]2[CH2:36][CH2:35][CH2:34][C@@H:33]2[C:37]([O:39]C(C)(C)C)=[O:38])=[O:31])[CH:17]=1)=[O:7])(C)(C)C. Product: [C:37]([C@H:33]1[CH2:34][CH2:35][CH2:36][N:32]1[C:30](=[O:31])[CH2:29][O:28][C:18]1[CH:17]=[C:16]([CH:21]=[C:20]([C:22]2[NH:26][C:25](=[O:27])[O:24][N:23]=2)[CH:19]=1)[O:15][CH2:14][C:13]([N:9]1[CH2:10][CH2:11][CH2:12][C@@H:8]1[C:6]([OH:7])=[O:5])=[O:44])([OH:39])=[O:38]. The catalyst class is: 55. (2) Reactant: [CH3:1][O:2][C:3](=[O:22])[C:4]1[CH:9]=[CH:8][CH:7]=[C:6]([N+:10]([O-])=O)[C:5]=1[NH:13][CH2:14][C:15]1[CH:20]=[CH:19][C:18]([Br:21])=[CH:17][CH:16]=1.O.O.[Sn](Cl)Cl. Product: [CH3:1][O:2][C:3](=[O:22])[C:4]1[CH:9]=[CH:8][CH:7]=[C:6]([NH2:10])[C:5]=1[NH:13][CH2:14][C:15]1[CH:20]=[CH:19][C:18]([Br:21])=[CH:17][CH:16]=1. The catalyst class is: 13. (3) Reactant: [NH2:1][C@@H:2]1[CH2:11][C:10]2[C:5](=[C:6]([S:14]([NH:17][C:18]3[CH:23]=[CH:22][C:21]([Cl:24])=[CH:20][CH:19]=3)(=[O:16])=[O:15])[CH:7]=[CH:8][C:9]=2[O:12][CH3:13])[O:4][CH2:3]1.[CH2:25]([O:27][C:28](Cl)=[O:29])[CH3:26].N1C=CC=CC=1. Product: [Cl:24][C:21]1[CH:22]=[CH:23][C:18]([NH:17][S:14]([C:6]2[CH:7]=[CH:8][C:9]([O:12][CH3:13])=[C:10]3[C:5]=2[O:4][CH2:3][C@H:2]([NH:1][C:28](=[O:29])[O:27][CH2:25][CH3:26])[CH2:11]3)(=[O:16])=[O:15])=[CH:19][CH:20]=1. The catalyst class is: 4. (4) Reactant: I[C:2]1[N:25]([S:26]([C:29]2[CH:34]=[CH:33][CH:32]=[CH:31][CH:30]=2)(=[O:28])=[O:27])[C:5]2=[N:6][CH:7]=[CH:8][C:9]([C:10]3[C:11]([C:16]4[CH:21]=[CH:20][C:19]([N+:22]([O-:24])=[O:23])=[CH:18][CH:17]=4)=[N:12][N:13]([CH3:15])[CH:14]=3)=[C:4]2[CH:3]=1.CC1(C)C(C)(C)OB([C:43]2[CH:44]=[N:45][C:46]([N:49]3[CH2:54][CH2:53][N:52]([C:55]([O:57][C:58]([CH3:61])([CH3:60])[CH3:59])=[O:56])[CH2:51][CH2:50]3)=[N:47][CH:48]=2)O1.C([O-])(O)=O.[Na+]. Product: [CH3:15][N:13]1[CH:14]=[C:10]([C:9]2[CH:8]=[CH:7][N:6]=[C:5]3[N:25]([S:26]([C:29]4[CH:30]=[CH:31][CH:32]=[CH:33][CH:34]=4)(=[O:27])=[O:28])[C:2]([C:43]4[CH:48]=[N:47][C:46]([N:49]5[CH2:50][CH2:51][N:52]([C:55]([O:57][C:58]([CH3:61])([CH3:60])[CH3:59])=[O:56])[CH2:53][CH2:54]5)=[N:45][CH:44]=4)=[CH:3][C:4]=23)[C:11]([C:16]2[CH:21]=[CH:20][C:19]([N+:22]([O-:24])=[O:23])=[CH:18][CH:17]=2)=[N:12]1. The catalyst class is: 12. (5) Reactant: [CH2:1]([O:3][C:4](=[O:13])[CH2:5][CH:6]([C:10](=O)[CH3:11])[C:7](=O)[CH3:8])[CH3:2].[CH3:14][NH:15][NH2:16]. Product: [CH2:1]([O:3][C:4](=[O:13])[CH2:5][C:6]1[C:10]([CH3:11])=[N:16][N:15]([CH3:14])[C:7]=1[CH3:8])[CH3:2]. The catalyst class is: 15.